Dataset: Reaction yield outcomes from USPTO patents with 853,638 reactions. Task: Predict the reaction yield, written as a fraction of the theoretical maximum amount of product (1.0 means a 100% yield; for example, 0.34 means a 34% yield). The reactants are [NH2:1][C@H:2]1[CH2:6][N:5]([C:7](OC(C)(C)C)=O)[C@@H:4]([CH2:14][O:15][C:16]2[CH:21]=[CH:20][C:19]([F:22])=[CH:18][CH:17]=2)[CH2:3]1.CC[N:25](C(C)C)C(C)C.[Cl:32][C:33]1[CH:38]=[CH:37][C:36]([Cl:39])=[CH:35][C:34]=1[S:40](Cl)(=[O:42])=[O:41].Cl.N#CBr.C(O)C(N)(CO)CO. The catalyst is ClCCl.O1CCOCC1. The product is [Cl:32][C:33]1[CH:38]=[CH:37][C:36]([Cl:39])=[CH:35][C:34]=1[S:40]([NH:1][C@@H:2]1[CH2:3][C@H:4]([CH2:14][O:15][C:16]2[CH:17]=[CH:18][C:19]([F:22])=[CH:20][CH:21]=2)[N:5]([C:7]#[N:25])[CH2:6]1)(=[O:42])=[O:41]. The yield is 0.560.